Predict the reactants needed to synthesize the given product. From a dataset of Full USPTO retrosynthesis dataset with 1.9M reactions from patents (1976-2016). (1) Given the product [ClH:3].[Cl:3][C:18]1[N:17]2[N:21]=[C:22]([CH:24]3[CH2:29][CH2:28][N:27]([CH:30]([CH3:32])[CH3:31])[CH2:26][CH2:25]3)[N:23]=[C:16]2[CH:15]=[C:14]([C:8]2[CH:9]=[CH:10][C:11]([F:13])=[CH:12][C:7]=2[Cl:6])[N:19]=1, predict the reactants needed to synthesize it. The reactants are: P(Cl)(Cl)([Cl:3])=O.[Cl:6][C:7]1[CH:12]=[C:11]([F:13])[CH:10]=[CH:9][C:8]=1[C:14]1[NH:19][C:18](=O)[N:17]2[N:21]=[C:22]([CH:24]3[CH2:29][CH2:28][N:27]([CH:30]([CH3:32])[CH3:31])[CH2:26][CH2:25]3)[N:23]=[C:16]2[CH:15]=1. (2) Given the product [CH:1]1([CH2:7][CH2:8][O:9][C:10]2[N:15]=[N:14][C:13]([C:16]3[CH:57]=[CH:56][C:19]([CH2:20][C:21]4[N:22]([C:34]5[CH:39]=[CH:38][C:37]([N:40]6[S:44](=[O:45])(=[O:46])[NH:43][C:42](=[O:55])[CH2:41]6)=[CH:36][CH:35]=5)[CH:23]=[C:24]([C:26]5[CH:31]=[CH:30][C:29]([Cl:32])=[CH:28][C:27]=5[Cl:33])[N:25]=4)=[CH:18][CH:17]=3)=[CH:12][CH:11]=2)[CH2:2][CH2:3][CH2:4][CH2:5][CH2:6]1, predict the reactants needed to synthesize it. The reactants are: [CH:1]1([CH2:7][CH2:8][O:9][C:10]2[N:15]=[N:14][C:13]([C:16]3[CH:57]=[CH:56][C:19]([CH2:20][C:21]4[N:22]([C:34]5[CH:39]=[CH:38][C:37]([N:40]6[S:44](=[O:46])(=[O:45])[N:43](COCC[Si](C)(C)C)[C:42](=[O:55])[CH2:41]6)=[CH:36][CH:35]=5)[CH:23]=[C:24]([C:26]5[CH:31]=[CH:30][C:29]([Cl:32])=[CH:28][C:27]=5[Cl:33])[N:25]=4)=[CH:18][CH:17]=3)=[CH:12][CH:11]=2)[CH2:6][CH2:5][CH2:4][CH2:3][CH2:2]1.[F-].C([N+](CCCC)(CCCC)CCCC)CCC. (3) The reactants are: [CH3:1][C:2]1([CH3:11])[CH:4]2[CH:5]3[O:7][C:6]3([CH3:10])[CH2:8][CH2:9][CH:3]12.O.C(O)(=[O:15])C. Given the product [C:6]1([OH:7])([CH3:10])[CH2:8][CH2:9][CH:3]([C:2]([OH:15])([CH3:11])[CH3:1])[CH:4]=[CH:5]1, predict the reactants needed to synthesize it.